This data is from NCI-60 drug combinations with 297,098 pairs across 59 cell lines. The task is: Regression. Given two drug SMILES strings and cell line genomic features, predict the synergy score measuring deviation from expected non-interaction effect. (1) Drug 1: C1=C(C(=O)NC(=O)N1)N(CCCl)CCCl. Drug 2: C1CC(=O)NC(=O)C1N2C(=O)C3=CC=CC=C3C2=O. Cell line: SF-295. Synergy scores: CSS=36.1, Synergy_ZIP=5.85, Synergy_Bliss=13.2, Synergy_Loewe=7.12, Synergy_HSA=13.3. (2) Drug 1: C1=CC(=CC=C1CCCC(=O)O)N(CCCl)CCCl. Drug 2: CCC1=C2CN3C(=CC4=C(C3=O)COC(=O)C4(CC)O)C2=NC5=C1C=C(C=C5)O. Cell line: NCI-H460. Synergy scores: CSS=30.1, Synergy_ZIP=-18.4, Synergy_Bliss=-9.59, Synergy_Loewe=-13.1, Synergy_HSA=-6.62. (3) Drug 1: CC1=C(C=C(C=C1)C(=O)NC2=CC(=CC(=C2)C(F)(F)F)N3C=C(N=C3)C)NC4=NC=CC(=N4)C5=CN=CC=C5. Drug 2: CCCCCOC(=O)NC1=NC(=O)N(C=C1F)C2C(C(C(O2)C)O)O. Cell line: TK-10. Synergy scores: CSS=-4.46, Synergy_ZIP=4.24, Synergy_Bliss=4.47, Synergy_Loewe=-3.68, Synergy_HSA=-3.42. (4) Drug 1: CS(=O)(=O)CCNCC1=CC=C(O1)C2=CC3=C(C=C2)N=CN=C3NC4=CC(=C(C=C4)OCC5=CC(=CC=C5)F)Cl. Drug 2: C#CCC(CC1=CN=C2C(=N1)C(=NC(=N2)N)N)C3=CC=C(C=C3)C(=O)NC(CCC(=O)O)C(=O)O. Cell line: 786-0. Synergy scores: CSS=72.9, Synergy_ZIP=16.5, Synergy_Bliss=-2.79, Synergy_Loewe=67.0, Synergy_HSA=-2.19. (5) Drug 1: C1=CC(=CC=C1CCCC(=O)O)N(CCCl)CCCl. Drug 2: C1=NC2=C(N1)C(=S)N=CN2. Cell line: NCI-H460. Synergy scores: CSS=36.7, Synergy_ZIP=-2.74, Synergy_Bliss=0.511, Synergy_Loewe=-3.07, Synergy_HSA=1.47. (6) Drug 1: CCC(=C(C1=CC=CC=C1)C2=CC=C(C=C2)OCCN(C)C)C3=CC=CC=C3.C(C(=O)O)C(CC(=O)O)(C(=O)O)O. Drug 2: C1CN1C2=NC(=NC(=N2)N3CC3)N4CC4. Cell line: SK-OV-3. Synergy scores: CSS=12.3, Synergy_ZIP=-5.30, Synergy_Bliss=-0.425, Synergy_Loewe=-17.9, Synergy_HSA=-1.34. (7) Drug 1: C1CCC(CC1)NC(=O)N(CCCl)N=O. Drug 2: C1C(C(OC1N2C=NC(=NC2=O)N)CO)O. Cell line: SF-539. Synergy scores: CSS=26.9, Synergy_ZIP=-4.26, Synergy_Bliss=0.333, Synergy_Loewe=-5.65, Synergy_HSA=-0.0548. (8) Drug 1: C1CCC(C1)C(CC#N)N2C=C(C=N2)C3=C4C=CNC4=NC=N3. Drug 2: CC1=C(N=C(N=C1N)C(CC(=O)N)NCC(C(=O)N)N)C(=O)NC(C(C2=CN=CN2)OC3C(C(C(C(O3)CO)O)O)OC4C(C(C(C(O4)CO)O)OC(=O)N)O)C(=O)NC(C)C(C(C)C(=O)NC(C(C)O)C(=O)NCCC5=NC(=CS5)C6=NC(=CS6)C(=O)NCCC[S+](C)C)O. Cell line: A498. Synergy scores: CSS=5.63, Synergy_ZIP=-2.31, Synergy_Bliss=-0.783, Synergy_Loewe=-7.65, Synergy_HSA=-1.11.